This data is from Full USPTO retrosynthesis dataset with 1.9M reactions from patents (1976-2016). The task is: Predict the reactants needed to synthesize the given product. (1) The reactants are: [N+:1]([CH2:4][CH2:5][CH2:6][C:7]([O:9][CH3:10])=[O:8])([O-])=[O:2].[C:11]([O:15][C:16]([N:18]1[CH2:21][CH2:20][C@H:19]1[CH2:22][O:23][C:24]1[CH:25]=[N:26][CH:27]=[C:28]([C:30]#[CH:31])[CH:29]=1)=[O:17])([CH3:14])([CH3:13])[CH3:12].C1(N=C=O)C=CC=CC=1.C(N(CC)CC)C. Given the product [CH3:10][O:9][C:7](=[O:8])[CH2:6][CH2:5][C:4]1[CH:31]=[C:30]([C:28]2[CH:27]=[N:26][CH:25]=[C:24]([O:23][CH2:22][C@@H:19]3[CH2:20][CH2:21][N:18]3[C:16]([O:15][C:11]([CH3:14])([CH3:13])[CH3:12])=[O:17])[CH:29]=2)[O:2][N:1]=1, predict the reactants needed to synthesize it. (2) Given the product [Cl-:1].[OH:6][CH:3]([CH2:4][OH:5])[CH2:2][N+:8]([CH2:9][CH2:10][O:11][CH2:12][CH2:13][OH:14])([CH3:15])[CH3:7], predict the reactants needed to synthesize it. The reactants are: [Cl:1][CH2:2][CH:3]([OH:6])[CH2:4][OH:5].[CH3:7][N:8]([CH3:15])[CH2:9][CH2:10][O:11][CH2:12][CH2:13][OH:14].